Dataset: Forward reaction prediction with 1.9M reactions from USPTO patents (1976-2016). Task: Predict the product of the given reaction. (1) Given the reactants [O:1]=[C:2]1[CH2:7][CH:6]([C:8]([O:10]C)=[O:9])[CH2:5][CH2:4][NH:3]1.[Cl:12][C:13]1[CH:18]=[C:17]([CH2:19]Cl)[CH:16]=[C:15]([Cl:21])[CH:14]=1.[OH-].[K+], predict the reaction product. The product is: [Cl:12][C:13]1[CH:18]=[C:17]([CH:16]=[C:15]([Cl:21])[CH:14]=1)[CH2:19][N:3]1[CH2:4][CH2:5][CH:6]([C:8]([OH:10])=[O:9])[CH2:7][C:2]1=[O:1]. (2) Given the reactants [CH:1]1([S:4][CH2:5][CH2:6][CH2:7][N:8]2[C:16]3[C:11](=[CH:12][CH:13]=[C:14](B4OC(C)(C)C(C)(C)O4)[CH:15]=3)[C:10]([CH3:27])([CH3:26])[C:9]2=[O:28])[CH2:3][CH2:2]1.Br[C:30]1[CH:31]=[N:32][C:33]([CH3:36])=[N:34][CH:35]=1, predict the reaction product. The product is: [CH:1]1([S:4][CH2:5][CH2:6][CH2:7][N:8]2[C:16]3[C:11](=[CH:12][CH:13]=[C:14]([C:30]4[CH:31]=[N:32][C:33]([CH3:36])=[N:34][CH:35]=4)[CH:15]=3)[C:10]([CH3:27])([CH3:26])[C:9]2=[O:28])[CH2:3][CH2:2]1. (3) Given the reactants C(SC1C=CC(C#N)=CC=1[NH:12][N:13]1[C:22](=[O:23])[C:21]2[C:16](=[CH:17][CH:18]=[C:19]([O:24][C:25]([F:28])([F:27])[F:26])[CH:20]=2)[N:15]=[CH:14]1)C.[CH2:29]([S:31]([C:34]1[CH:41]=[CH:40][C:37]([C:38]#[N:39])=[CH:36][C:35]=1C)(=[O:33])=[O:32])[CH3:30], predict the reaction product. The product is: [CH2:29]([S:31]([C:34]1[CH:41]=[CH:40][C:37]([C:38]#[N:39])=[CH:36][C:35]=1[NH:12][N:13]1[C:22](=[O:23])[C:21]2[C:16](=[CH:17][CH:18]=[C:19]([O:24][C:25]([F:27])([F:26])[F:28])[CH:20]=2)[N:15]=[CH:14]1)(=[O:32])=[O:33])[CH3:30]. (4) Given the reactants Br[C:2]1[C:3]([NH:5][C:6](=[O:9])[C:7]=1Br)=[O:4].C(=O)(O)[O-].[Na+].[N:15]1[CH:20]=[CH:19][CH:18]=[CH:17][C:16]=1[SH:21], predict the reaction product. The product is: [N:15]1[CH:20]=[CH:19][CH:18]=[CH:17][C:16]=1[S:21][C:2]1[C:3](=[O:4])[NH:5][C:6](=[O:9])[C:7]=1[S:21][C:16]1[CH:17]=[CH:18][CH:19]=[CH:20][N:15]=1. (5) Given the reactants [Cl:1][C:2]1[CH:7]=[C:6](I)[CH:5]=[CH:4][N:3]=1.C([Mg]Cl)(C)C.[Cl-].[Li+].[Cl:16][C:17]1[CH:22]=[CH:21][C:20]([O:23][CH3:24])=[CH:19][C:18]=1[CH:25]([CH3:28])[CH:26]=[O:27].O, predict the reaction product. The product is: [Cl:16][C:17]1[CH:22]=[CH:21][C:20]([O:23][CH3:24])=[CH:19][C:18]=1[CH:25]([CH3:28])[CH:26]([C:6]1[CH:5]=[CH:4][N:3]=[C:2]([Cl:1])[CH:7]=1)[OH:27].